From a dataset of Forward reaction prediction with 1.9M reactions from USPTO patents (1976-2016). Predict the product of the given reaction. (1) Given the reactants C1C=CC2N(O)N=NC=2C=1.CCN(C(C)C)C(C)C.[CH3:20][C:21]1[CH:29]=[CH:28][CH:27]=[CH:26][C:22]=1[C:23]([OH:25])=O.CCN=C=NCCCN(C)C.Cl.Cl.[C:43]1([C:61]2[CH:66]=[CH:65][CH:64]=[CH:63][CH:62]=2)[CH:48]=[CH:47][C:46]([NH:49][C:50](=[O:60])[CH2:51][C:52](=[O:59])[N:53]2[CH2:58][CH2:57][NH:56][CH2:55][CH2:54]2)=[CH:45][CH:44]=1, predict the reaction product. The product is: [C:43]1([C:61]2[CH:66]=[CH:65][CH:64]=[CH:63][CH:62]=2)[CH:44]=[CH:45][C:46]([NH:49][C:50](=[O:60])[CH2:51][C:52]([N:53]2[CH2:54][CH2:55][N:56]([C:23](=[O:25])[C:22]3[CH:26]=[CH:27][CH:28]=[CH:29][C:21]=3[CH3:20])[CH2:57][CH2:58]2)=[O:59])=[CH:47][CH:48]=1. (2) Given the reactants [C:1]([C:3]1([NH2:9])[CH2:8][CH2:7][CH2:6][CH2:5][CH2:4]1)#[CH:2].C(N(CC)CC)C.[CH3:17][N:18]=[C:19]=[O:20], predict the reaction product. The product is: [C:1]([C:3]1([NH:9][C:19]([NH:18][CH3:17])=[O:20])[CH2:8][CH2:7][CH2:6][CH2:5][CH2:4]1)#[CH:2].